From a dataset of Microsomal clearance measurements from AstraZeneca. Regression/Classification. Given a drug SMILES string, predict its absorption, distribution, metabolism, or excretion properties. Task type varies by dataset: regression for continuous measurements (e.g., permeability, clearance, half-life) or binary classification for categorical outcomes (e.g., BBB penetration, CYP inhibition). For this dataset (clearance_microsome_az), we predict log10(clearance) (log10 of the in vitro intrinsic clearance, CLint, in uL/min per mg of human liver microsomal protein, equivalently mL/min/g; values are censored to the assay range of 3 to 150, which is 0.477 to 2.18 on this log10 scale). (1) The compound is CC(=O)c1cn(Cc2ccccc2)c(=O)n(Cc2ccc(F)cc2)c1=O. The log10(clearance) is 1.52. (2) The drug is COc1ccccc1CN(C)Cc1cccc(CCNC[C@H](O)c2ccc(O)c3[nH]c(=O)sc23)c1. The log10(clearance) is 1.65. (3) The log10(clearance) is 0.480. The molecule is Nc1nc2ccc(C(=O)c3ccccc3)cc2[nH]1. (4) The molecule is CCc1nc2c(N)nc3ccccc3c2n1Cc1ccccc1. The log10(clearance) is 0.480.